Predict the reactants needed to synthesize the given product. From a dataset of Full USPTO retrosynthesis dataset with 1.9M reactions from patents (1976-2016). Given the product [CH3:42][S:39]([C:36]1[CH:35]=[CH:34][C:33]([C:32]#[C:31][C:18]2[CH:17]=[C:16]([C:15]#[C:14][CH2:13][O:12][C:9]3[CH:10]=[CH:11][C:6]([O:5][CH2:4][C:3]([OH:44])=[O:2])=[C:7]([CH3:43])[CH:8]=3)[CH:21]=[C:20]([C:22]#[C:23][CH2:24][N:25]3[CH2:26][CH2:27][O:28][CH2:29][CH2:30]3)[CH:19]=2)=[CH:38][CH:37]=1)(=[O:40])=[O:41], predict the reactants needed to synthesize it. The reactants are: C[O:2][C:3](=[O:44])[CH2:4][O:5][C:6]1[CH:11]=[CH:10][C:9]([O:12][CH2:13][C:14]#[C:15][C:16]2[CH:21]=[C:20]([C:22]#[C:23][CH2:24][N:25]3[CH2:30][CH2:29][O:28][CH2:27][CH2:26]3)[CH:19]=[C:18]([C:31]#[C:32][C:33]3[CH:38]=[CH:37][C:36]([S:39]([CH3:42])(=[O:41])=[O:40])=[CH:35][CH:34]=3)[CH:17]=2)=[CH:8][C:7]=1[CH3:43].[Li+].[OH-].O.Cl.